This data is from NCI-60 drug combinations with 297,098 pairs across 59 cell lines. The task is: Regression. Given two drug SMILES strings and cell line genomic features, predict the synergy score measuring deviation from expected non-interaction effect. (1) Drug 1: CC1=C(C=C(C=C1)NC2=NC=CC(=N2)N(C)C3=CC4=NN(C(=C4C=C3)C)C)S(=O)(=O)N.Cl. Drug 2: C1=CN(C(=O)N=C1N)C2C(C(C(O2)CO)O)O.Cl. Cell line: SK-MEL-28. Synergy scores: CSS=13.4, Synergy_ZIP=-3.83, Synergy_Bliss=1.11, Synergy_Loewe=-23.7, Synergy_HSA=-1.41. (2) Drug 1: CC1=CC2C(CCC3(C2CCC3(C(=O)C)OC(=O)C)C)C4(C1=CC(=O)CC4)C. Drug 2: CN1C(=O)N2C=NC(=C2N=N1)C(=O)N. Cell line: SF-539. Synergy scores: CSS=2.83, Synergy_ZIP=-0.308, Synergy_Bliss=1.63, Synergy_Loewe=0.306, Synergy_HSA=1.12. (3) Drug 1: C1CN1P(=S)(N2CC2)N3CC3. Drug 2: CC1=C2C(C(=O)C3(C(CC4C(C3C(C(C2(C)C)(CC1OC(=O)C(C(C5=CC=CC=C5)NC(=O)OC(C)(C)C)O)O)OC(=O)C6=CC=CC=C6)(CO4)OC(=O)C)O)C)O. Cell line: A549. Synergy scores: CSS=18.5, Synergy_ZIP=-8.83, Synergy_Bliss=-0.128, Synergy_Loewe=-1.08, Synergy_HSA=-0.916. (4) Drug 1: CC1=C(C=C(C=C1)NC2=NC=CC(=N2)N(C)C3=CC4=NN(C(=C4C=C3)C)C)S(=O)(=O)N.Cl. Drug 2: C1=C(C(=O)NC(=O)N1)F. Cell line: OVCAR-4. Synergy scores: CSS=34.3, Synergy_ZIP=-6.53, Synergy_Bliss=-14.1, Synergy_Loewe=-16.4, Synergy_HSA=-12.6. (5) Drug 1: CCCS(=O)(=O)NC1=C(C(=C(C=C1)F)C(=O)C2=CNC3=C2C=C(C=N3)C4=CC=C(C=C4)Cl)F. Drug 2: C(CC(=O)O)C(=O)CN.Cl. Cell line: OVCAR-5. Synergy scores: CSS=6.24, Synergy_ZIP=-1.18, Synergy_Bliss=-3.74, Synergy_Loewe=-9.53, Synergy_HSA=-9.11. (6) Drug 1: C1=CC(=C2C(=C1NCCNCCO)C(=O)C3=C(C=CC(=C3C2=O)O)O)NCCNCCO. Drug 2: CN(C)C1=NC(=NC(=N1)N(C)C)N(C)C. Cell line: PC-3. Synergy scores: CSS=20.9, Synergy_ZIP=5.39, Synergy_Bliss=0.745, Synergy_Loewe=-18.6, Synergy_HSA=-0.000218.